Predict the reactants needed to synthesize the given product. From a dataset of Full USPTO retrosynthesis dataset with 1.9M reactions from patents (1976-2016). (1) The reactants are: [Si]([O:8][CH2:9][CH2:10][N:11]1[CH2:18][CH2:17][CH2:16][CH2:15][CH2:14][CH2:13][CH2:12]1)(C(C)(C)C)(C)C.CCCC[N+](CCCC)(CCCC)CCCC.[F-]. Given the product [N:11]1([CH2:10][CH2:9][OH:8])[CH2:18][CH2:17][CH2:16][CH2:15][CH2:14][CH2:13][CH2:12]1, predict the reactants needed to synthesize it. (2) Given the product [CH3:18][O:17][C:14]1[CH:15]=[CH:16][C:11]([CH2:10][N:9]([CH2:19][C:20]2[CH:25]=[CH:24][C:23]([O:26][CH3:27])=[CH:22][CH:21]=2)[C:4]2[N:5]=[C:6]([CH3:8])[N:7]=[C:2]([C:30]3[CH:31]=[C:32]([CH2:35][C:36]([O:38][C:39]([CH3:42])([CH3:41])[CH3:40])=[O:37])[CH:33]=[N:34][C:29]=3[F:28])[N:3]=2)=[CH:12][CH:13]=1, predict the reactants needed to synthesize it. The reactants are: Cl[C:2]1[N:7]=[C:6]([CH3:8])[N:5]=[C:4]([N:9]([CH2:19][C:20]2[CH:25]=[CH:24][C:23]([O:26][CH3:27])=[CH:22][CH:21]=2)[CH2:10][C:11]2[CH:16]=[CH:15][C:14]([O:17][CH3:18])=[CH:13][CH:12]=2)[N:3]=1.[F:28][C:29]1[N:34]=[CH:33][C:32]([CH2:35][C:36]([O:38][C:39]([CH3:42])([CH3:41])[CH3:40])=[O:37])=[CH:31][C:30]=1B1OC(=O)CN(C)CC(=O)O1.C(=O)([O-])[O-].[K+].[K+].O. (3) Given the product [CH3:33][N:28]1[C:27]([C:25](=[O:26])[NH:24][CH3:23])=[C:31]([NH:32][C:20]([C:9]2[C:8]([NH:7][C:5]3[CH:4]=[N:3][CH:2]=[N:1][CH:6]=3)=[CH:13][N:12]=[C:11]([O:14][CH2:15][C:16]([F:19])([F:17])[F:18])[N:10]=2)=[O:21])[CH:30]=[N:29]1, predict the reactants needed to synthesize it. The reactants are: [N:1]1[CH:6]=[C:5]([NH:7][C:8]2[C:9]([C:20](O)=[O:21])=[N:10][C:11]([O:14][CH2:15][C:16]([F:19])([F:18])[F:17])=[N:12][CH:13]=2)[CH:4]=[N:3][CH:2]=1.[CH3:23][NH:24][C:25]([C:27]1[N:28]([CH3:33])[N:29]=[CH:30][C:31]=1[NH2:32])=[O:26]. (4) Given the product [NH2:1][C@H:2]([C:15]([NH:17][C@H:18]([C:26]([NH2:28])=[O:27])[CH2:19][CH2:20][CH2:21][NH:22][C:23](=[NH:24])[NH2:25])=[O:16])[CH2:3][C:4]1[CH:5]=[CH:6][C:7]([OH:10])=[CH:8][CH:9]=1, predict the reactants needed to synthesize it. The reactants are: [NH:1](C(OC(C)(C)C)=O)[C@H:2]([C:15]([NH:17][C@H:18]([C:26]([NH2:28])=[O:27])[CH2:19][CH2:20][CH2:21][NH:22][C:23](=[NH:25])[NH2:24])=[O:16])[CH2:3][C:4]1[CH:9]=[CH:8][C:7]([O:10]C(C)(C)C)=[CH:6][CH:5]=1.FC(F)(F)C(O)=O. (5) The reactants are: [O:1]1[CH2:6][CH2:5][CH:4]([C:7]([OH:9])=[O:8])[CH2:3][CH2:2]1.C(=O)([O-])[O-].[K+].[K+].[CH2:16](Br)[C:17]1[CH:22]=[CH:21][CH:20]=[CH:19][CH:18]=1. Given the product [O:1]1[CH2:6][CH2:5][CH:4]([C:7]([O:9][CH2:16][C:17]2[CH:22]=[CH:21][CH:20]=[CH:19][CH:18]=2)=[O:8])[CH2:3][CH2:2]1, predict the reactants needed to synthesize it. (6) Given the product [Br:51][C:52]1[CH:53]=[C:54]2[C:59](=[CH:60][CH:61]=1)[C:58]([CH2:62][N:33]1[C:34]3[CH:39]=[CH:38][CH:37]=[CH:36][C:35]=3[N:29]([C:27](=[O:28])[C:26]3[CH:25]=[CH:24][C:23]([C:21]([N:11]4[C:12]5[CH:20]=[CH:19][CH:18]=[CH:17][C:13]=5[N:14]([CH2:62][C:58]5[C:59]6[C:54](=[CH:53][C:52]([Br:51])=[CH:61][CH:60]=6)[CH:55]=[CH:56][C:57]=5[O:69][CH3:66])[C:15](=[O:16])[C@@H:9]([NH:8][C:6]([O:5][C:1]([CH3:4])([CH3:2])[CH3:3])=[O:7])[CH2:10]4)=[O:22])=[CH:50][CH:49]=3)[CH2:30][C@H:31]([NH:41][C:42](=[O:48])[O:43][C:44]([CH3:47])([CH3:46])[CH3:45])[C:32]1=[O:40])=[C:57]([O:64][CH3:65])[CH:56]=[CH:55]2, predict the reactants needed to synthesize it. The reactants are: [C:1]([O:5][C:6]([NH:8][C@@H:9]1[C:15](=[O:16])[NH:14][C:13]2[CH:17]=[CH:18][CH:19]=[CH:20][C:12]=2[N:11]([C:21]([C:23]2[CH:50]=[CH:49][C:26]([C:27]([N:29]3[C:35]4[CH:36]=[CH:37][CH:38]=[CH:39][C:34]=4[NH:33][C:32](=[O:40])[C@@H:31]([NH:41][C:42](=[O:48])[O:43][C:44]([CH3:47])([CH3:46])[CH3:45])[CH2:30]3)=[O:28])=[CH:25][CH:24]=2)=[O:22])[CH2:10]1)=[O:7])([CH3:4])([CH3:3])[CH3:2].[Br:51][C:52]1[CH:53]=[C:54]2[C:59](=[CH:60][CH:61]=1)[C:58]([CH2:62]Cl)=[C:57]([O:64][CH3:65])[CH:56]=[CH:55]2.[C:66](=[O:69])([O-])[O-].[Cs+].[Cs+]. (7) Given the product [CH3:19][C:20]1([CH3:36])[C:24]([CH3:26])([CH3:25])[O:23][B:22]([C:7]2[CH2:16][CH2:15][C:10]3([O:14][CH2:13][CH2:12][O:11]3)[CH2:9][CH:8]=2)[O:21]1, predict the reactants needed to synthesize it. The reactants are: FC(F)(F)S(O[C:7]1[CH2:16][CH2:15][C:10]2([O:14][CH2:13][CH2:12][O:11]2)[CH2:9][CH:8]=1)(=O)=O.[CH3:19][C:20]1([CH3:36])[C:24]([CH3:26])([CH3:25])[O:23][B:22]([B:22]2[O:23][C:24]([CH3:26])([CH3:25])[C:20]([CH3:36])([CH3:19])[O:21]2)[O:21]1.CC([O-])=O.[K+]. (8) Given the product [CH2:15]([C:6]1[C:7]2[CH:8]=[CH:9][CH:10]=[CH:11][C:12]=2[C:13]2[S:1][CH:2]=[CH:3][C:4]=2[N:5]=1)[CH3:16], predict the reactants needed to synthesize it. The reactants are: [S:1]1[C:13]2[C:12]3[CH:11]=[CH:10][CH:9]=[CH:8][C:7]=3[CH:6]=[N+:5]([O-])[C:4]=2[CH:3]=[CH:2]1.[CH2:15]([Mg]Br)[CH3:16].